This data is from Forward reaction prediction with 1.9M reactions from USPTO patents (1976-2016). The task is: Predict the product of the given reaction. (1) Given the reactants FC1C([O:8][C:9]([C:11]2[N:12]([CH3:32])[C:13]3[C:21]([CH:22]=2)=[C:20]2[C:16]([C:17](=[O:24])[NH:18][C:19]2=[O:23])=[C:15]([C:25]2[CH:30]=[CH:29][CH:28]=[CH:27][C:26]=2[Cl:31])[CH:14]=3)=O)=C(F)C(F)=C(F)C=1F.[CH3:37][NH2:38], predict the reaction product. The product is: [CH3:37][NH:38][C:9]([C:11]1[N:12]([CH3:32])[C:13]2[C:21]([CH:22]=1)=[C:20]1[C:16]([C:17](=[O:24])[NH:18][C:19]1=[O:23])=[C:15]([C:25]1[CH:30]=[CH:29][CH:28]=[CH:27][C:26]=1[Cl:31])[CH:14]=2)=[O:8]. (2) Given the reactants [OH:1][C:2]1[C:11]2[C:6](=[CH:7][CH:8]=[C:9]([CH3:12])[CH:10]=2)[O:5][C:4](=[O:13])[CH:3]=1.[H-].[Na+].[CH3:16]I, predict the reaction product. The product is: [CH3:16][O:1][C:2]1[C:11]2[C:6](=[CH:7][CH:8]=[C:9]([CH3:12])[CH:10]=2)[O:5][C:4](=[O:13])[CH:3]=1. (3) Given the reactants [CH2:1]([C:3]1[S:4][C:5](C)=[C:6]([CH2:8]P(=O)(OCC)OCC)[N:7]=1)[CH3:2].[H-].[Na+].[CH3:20][O:21][CH2:22][O:23][C:24]1[C:28]([CH:29]=O)=[CH:27][N:26]([C:31]2[CH:36]=[CH:35][CH:34]=[CH:33][C:32]=2[CH3:37])[N:25]=1.O, predict the reaction product. The product is: [CH2:1]([C:3]1[S:4][CH:5]=[C:6](/[CH:8]=[CH:29]/[C:28]2[C:24]([O:23][CH2:22][O:21][CH3:20])=[N:25][N:26]([C:31]3[CH:36]=[CH:35][CH:34]=[CH:33][C:32]=3[CH3:37])[CH:27]=2)[N:7]=1)[CH3:2]. (4) Given the reactants Br[CH2:2][C:3]1[CH:12]=[CH:11][CH:10]=[C:9]([N+:13]([O-:15])=[O:14])[C:4]=1[C:5]([O:7]C)=O.[CH2:16]([O:18][C:19]1[CH:20]=[C:21]([C@H:27]([NH2:33])[CH2:28][S:29]([CH3:32])(=[O:31])=[O:30])[CH:22]=[CH:23][C:24]=1[O:25][CH3:26])[CH3:17].C(=O)([O-])O.[Na+], predict the reaction product. The product is: [N+:13]([C:9]1[CH:10]=[CH:11][CH:12]=[C:3]2[C:4]=1[C:5](=[O:7])[N:33]([C@@H:27]([C:21]1[CH:22]=[CH:23][C:24]([O:25][CH3:26])=[C:19]([O:18][CH2:16][CH3:17])[CH:20]=1)[CH2:28][S:29]([CH3:32])(=[O:31])=[O:30])[CH2:2]2)([O-:15])=[O:14]. (5) Given the reactants [F:1][C:2]1[CH:7]=[CH:6][C:5]([C:8](=[O:19])[C@@H:9]([NH:11]C(=O)OC(C)(C)C)[CH3:10])=[CH:4][CH:3]=1.[F:20][C:21]1[N:26]=[CH:25][C:24]([Li])=[CH:23][CH:22]=1.BrC1C=CC(F)=NC=1.C([Li])CCC.CCCCCC.[Cl-].[NH4+], predict the reaction product. The product is: [NH2:11][C@@H:9]([CH3:10])[C:8]([C:5]1[CH:4]=[CH:3][C:2]([F:1])=[CH:7][CH:6]=1)([C:24]1[CH:25]=[N:26][C:21]([F:20])=[CH:22][CH:23]=1)[OH:19]. (6) Given the reactants Cl[C:2]1[C:11]2=[N:12][N:13](CC3C=CC(OC)=CC=3)[CH:14]=[C:10]2[C:9]2[CH:8]=[C:7]([O:24][CH3:25])[CH:6]=[CH:5][C:4]=2[N:3]=1.[NH:26]1[CH:30]=[C:29]([NH2:31])[CH:28]=[N:27]1.Cl, predict the reaction product. The product is: [CH3:25][O:24][C:7]1[CH:6]=[CH:5][C:4]2[N:3]=[C:2]([NH:31][C:29]3[CH:30]=[N:26][NH:27][CH:28]=3)[C:11]3[NH:12][N:13]=[CH:14][C:10]=3[C:9]=2[CH:8]=1.